The task is: Predict the product of the given reaction.. This data is from Forward reaction prediction with 1.9M reactions from USPTO patents (1976-2016). (1) Given the reactants C[O:2][C:3](=[O:34])[CH2:4][CH2:5][C:6]1[CH:11]=[CH:10][C:9]([CH2:12][N:13]([S:24]([C:27]2[CH:32]=[CH:31][C:30]([Cl:33])=[CH:29][CH:28]=2)(=[O:26])=[O:25])[C@@H:14]2[CH2:20][C:19]([F:22])([F:21])[CH2:18][CH2:17][NH:16][C:15]2=[O:23])=[CH:8][CH:7]=1.[Li+].[OH-].O.Cl, predict the reaction product. The product is: [Cl:33][C:30]1[CH:31]=[CH:32][C:27]([S:24]([N:13]([CH2:12][C:9]2[CH:8]=[CH:7][C:6]([CH2:5][CH2:4][C:3]([OH:34])=[O:2])=[CH:11][CH:10]=2)[C@@H:14]2[CH2:20][C:19]([F:22])([F:21])[CH2:18][CH2:17][NH:16][C:15]2=[O:23])(=[O:26])=[O:25])=[CH:28][CH:29]=1. (2) Given the reactants C([O:3][C:4]([C:6]1[CH:7]=[C:8]2[C:13](=[CH:14][CH:15]=1)[NH:12][CH:11]([C:16]1[CH:21]=[CH:20][CH:19]=[C:18]([N:22]([CH3:28])[C:23]([N:25]([CH3:27])[CH3:26])=[O:24])[CH:17]=1)[C:10]([CH3:30])([CH3:29])[CH2:9]2)=[O:5])C.Cl, predict the reaction product. The product is: [CH3:29][C:10]1([CH3:30])[CH2:9][C:8]2[C:13](=[CH:14][CH:15]=[C:6]([C:4]([OH:5])=[O:3])[CH:7]=2)[NH:12][CH:11]1[C:16]1[CH:21]=[CH:20][CH:19]=[C:18]([N:22]([CH3:28])[C:23]([N:25]([CH3:27])[CH3:26])=[O:24])[CH:17]=1. (3) The product is: [F:1][C:2]1[CH:7]=[CH:6][C:5]([O:8][C:9](=[O:24])[N:10]([C@H:12]2[C@H:16]([C:17]3[CH:22]=[CH:21][C:20]([Cl:23])=[CH:19][CH:18]=3)[CH2:15][N:14]([C:39]([CH:36]3[CH2:35][CH2:34][N:33]([C:30]4[CH:29]=[CH:28][C:27]([C:25]#[N:26])=[CH:32][N:31]=4)[CH2:38][CH2:37]3)=[O:40])[CH2:13]2)[CH3:11])=[CH:4][CH:3]=1. Given the reactants [F:1][C:2]1[CH:7]=[CH:6][C:5]([O:8][C:9](=[O:24])[N:10]([C@H:12]2[C@H:16]([C:17]3[CH:22]=[CH:21][C:20]([Cl:23])=[CH:19][CH:18]=3)[CH2:15][NH:14][CH2:13]2)[CH3:11])=[CH:4][CH:3]=1.[C:25]([C:27]1[CH:28]=[CH:29][C:30]([N:33]2[CH2:38][CH2:37][CH:36]([C:39](O)=[O:40])[CH2:35][CH2:34]2)=[N:31][CH:32]=1)#[N:26], predict the reaction product. (4) The product is: [F:51][C:48]1[CH:47]=[CH:46][C:45]([CH2:44][NH:43][C:41]([N:38]2[CH2:37][CH2:36][CH:35]([O:34][C:33]3[CH:52]=[CH:53][C:30]([CH2:29][CH2:28][NH:27][CH2:26][C@H:25]([OH:54])[CH2:24][O:23][C:22]4[CH:21]=[CH:20][C:19]([OH:18])=[CH:56][CH:55]=4)=[CH:31][CH:32]=3)[CH2:40][CH2:39]2)=[O:42])=[CH:50][CH:49]=1. Given the reactants [Si]([O:18][C:19]1[CH:56]=[CH:55][C:22]([O:23][CH2:24][C@@H:25]([OH:54])[CH2:26][NH:27][CH2:28][CH2:29][C:30]2[CH:53]=[CH:52][C:33]([O:34][CH:35]3[CH2:40][CH2:39][N:38]([C:41]([NH:43][CH2:44][C:45]4[CH:50]=[CH:49][C:48]([F:51])=[CH:47][CH:46]=4)=[O:42])[CH2:37][CH2:36]3)=[CH:32][CH:31]=2)=[CH:21][CH:20]=1)(C(C)(C)C)(C1C=CC=CC=1)C1C=CC=CC=1, predict the reaction product. (5) Given the reactants [F:1][CH2:2][CH2:3][NH:4][C@H:5]([C@@H:7]1[CH2:11][CH2:10][NH:9][CH2:8]1)[CH3:6].C(N(C(C)C)CC)(C)C.[CH:21]1([N:24]2[C:33]3[C:28](=[CH:29][C:30]([F:37])=[C:31](F)[C:32]=3[O:34][CH3:35])[C:27](=[O:38])[C:26]3[C:39]([OH:44])=[C:40]([C:42]#[N:43])[S:41][C:25]2=3)[CH2:23][CH2:22]1.Cl, predict the reaction product. The product is: [CH:21]1([N:24]2[C:33]3[C:28](=[CH:29][C:30]([F:37])=[C:31]([N:9]4[CH2:10][CH2:11][C@@H:7]([C@@H:5]([NH:4][CH2:3][CH2:2][F:1])[CH3:6])[CH2:8]4)[C:32]=3[O:34][CH3:35])[C:27](=[O:38])[C:26]3[C:39]([OH:44])=[C:40]([C:42]#[N:43])[S:41][C:25]2=3)[CH2:22][CH2:23]1. (6) Given the reactants [C:1]([N:4]1[C:12]2[C:7](=[CH:8][CH:9]=[C:10]([Br:13])[CH:11]=2)[CH:6]([CH3:14])[C:5]1=[O:15])(=[O:3])[CH3:2].[H-].[Na+].CI.[CH2:20]1COCC1, predict the reaction product. The product is: [C:1]([N:4]1[C:12]2[C:7](=[CH:8][CH:9]=[C:10]([Br:13])[CH:11]=2)[C:6]([CH3:20])([CH3:14])[C:5]1=[O:15])(=[O:3])[CH3:2]. (7) The product is: [C:1]([C:5]1[CH:30]=[CH:29][C:8]([C:9]([NH:11][C:12]2[C:13]([NH:18][C:9](=[O:10])[C:8]3[CH:7]=[CH:6][CH:5]=[C:32]([CH2:31][OH:33])[CH:29]=3)=[CH:14][CH:15]=[CH:16][CH:17]=2)=[O:10])=[CH:7][CH:6]=1)([CH3:3])([CH3:4])[CH3:2]. Given the reactants [C:1]([C:5]1[CH:30]=[CH:29][C:8]([C:9]([N:11](C(=O)C2C=CC=C(C=O)C=2)[C:12]2[C:13]([NH2:18])=[CH:14][CH:15]=[CH:16][CH:17]=2)=[O:10])=[CH:7][CH:6]=1)([CH3:4])([CH3:3])[CH3:2].[CH2:31]([OH:33])[CH3:32], predict the reaction product. (8) The product is: [Cl:1][C:2]1[CH:12]=[CH:11][C:10]([C:13]2[CH:14]=[CH:15][N:16]([CH3:18])[N:21]=2)=[CH:9][C:3]=1[C:4]([O:6][CH2:7][CH3:8])=[O:5]. Given the reactants [Cl:1][C:2]1[CH:12]=[CH:11][C:10]([C:13](=O)[CH:14]=[CH:15][N:16]([CH3:18])C)=[CH:9][C:3]=1[C:4]([O:6][CH2:7][CH3:8])=[O:5].C[NH:21]N, predict the reaction product. (9) Given the reactants O=[C:2]([NH:9][CH2:10][CH2:11][CH2:12][C:13]1[CH:18]=[CH:17][CH:16]=[C:15]([O:19][CH2:20][C:21]2[CH:26]=[CH:25][CH:24]=[CH:23][CH:22]=2)[CH:14]=1)[CH2:3][CH2:4][C:5]([O:7][CH3:8])=[O:6].P(Cl)(Cl)(Cl)=O.[BH4-].[Na+].O, predict the reaction product. The product is: [C:21]1([CH2:20][O:19][C:15]2[CH:16]=[CH:17][C:18]3[CH:2]([CH2:3][CH2:4][C:5]([O:7][CH3:8])=[O:6])[NH:9][CH2:10][CH2:11][CH2:12][C:13]=3[CH:14]=2)[CH:26]=[CH:25][CH:24]=[CH:23][CH:22]=1. (10) Given the reactants [O-]CC.[Na+].C(OC(=O)[NH:9][C:10]1[CH:15]=[C:14]([F:16])[C:13]([O:17][CH3:18])=[CH:12][C:11]=1[C:19]#[C:20][Si](C)(C)C)C, predict the reaction product. The product is: [CH3:18][O:17][C:13]1[CH:12]=[C:11]2[C:10](=[CH:15][C:14]=1[F:16])[NH:9][CH:20]=[CH:19]2.